This data is from Full USPTO retrosynthesis dataset with 1.9M reactions from patents (1976-2016). The task is: Predict the reactants needed to synthesize the given product. (1) Given the product [SH:1][C:2]1[CH:3]=[C:4]([C:14]2[CH:15]=[CH:16][C:17]([C:20]3[CH:25]=[CH:24][C:23]([SH:26])=[C:22]([SH:32])[CH:21]=3)=[CH:18][CH:19]=2)[CH:5]=[CH:6][C:7]=1[SH:8], predict the reactants needed to synthesize it. The reactants are: [SH:1][C:2]1[CH:3]=[C:4]([C:14]2[CH:19]=[CH:18][C:17]([C:20]3[CH:25]=[CH:24][C:23]([S:26](N(C)C)(=O)=O)=[C:22]([SH:32])[CH:21]=3)=[CH:16][CH:15]=2)[CH:5]=[CH:6][C:7]=1[S:8](N(C)C)(=O)=O.C1COCC1.[H-].[Al+3].[Li+].[H-].[H-].[H-].Cl. (2) Given the product [Cl:15][C:7]1[C:6]([C:8]2[CH:9]=[N:10][CH:11]=[CH:12][CH:13]=2)=[N:5][N:4]([CH3:14])[C:3]=1[NH:2][CH3:1], predict the reactants needed to synthesize it. The reactants are: [CH3:1][NH:2][C:3]1[N:4]([CH3:14])[N:5]=[C:6]([C:8]2[CH:9]=[N:10][CH:11]=[CH:12][CH:13]=2)[CH:7]=1.[Cl:15]N1C(=O)CCC1=O.